From a dataset of Reaction yield outcomes from USPTO patents with 853,638 reactions. Predict the reaction yield, written as a fraction of the theoretical maximum amount of product (1.0 means a 100% yield; for example, 0.34 means a 34% yield). The reactants are C([CH:3]([OH:22])[CH2:4][CH2:5][CH2:6][C:7]1[C:8]([O:19][CH2:20][CH3:21])=[N:9][N:10]([CH2:12][C:13]2[CH:18]=[CH:17][CH:16]=[CH:15][CH:14]=2)[CH:11]=1)C.O[C:24]1[CH:25]=[C:26]([CH:36]=[CH:37][CH:38]=1)[O:27][C:28]([CH3:35])([CH3:34])[C:29]([O:31][CH2:32][CH3:33])=[O:30].C(P(CCCC)CCCC)CCC.N(C(N1CCCCC1)=O)=NC(N1CCCCC1)=O. The catalyst is O1CCCC1. The product is [CH2:12]([N:10]1[CH:11]=[C:7]([CH2:6][CH2:5][CH2:4][CH2:3][O:22][C:24]2[CH:25]=[C:26]([CH:36]=[CH:37][CH:38]=2)[O:27][C:28]([CH3:34])([CH3:35])[C:29]([O:31][CH2:32][CH3:33])=[O:30])[C:8]([O:19][CH2:20][CH3:21])=[N:9]1)[C:13]1[CH:14]=[CH:15][CH:16]=[CH:17][CH:18]=1. The yield is 0.520.